This data is from Catalyst prediction with 721,799 reactions and 888 catalyst types from USPTO. The task is: Predict which catalyst facilitates the given reaction. (1) Reactant: [Cl:1][C:2]1[CH:3]=[CH:4][C:5]([O:29][CH:30]([F:32])[F:31])=[C:6]([C:8]2[C:12]([NH:13][C:14]([C:16]3[CH:17]=[N:18][N:19]4[CH:24]=[CH:23][CH:22]=[N:21][C:20]=34)=[O:15])=[CH:11][N:10]([CH2:25][CH:26]3[CH2:28][O:27]3)[N:9]=2)[CH:7]=1.CCN(C(C)C)C(C)C.[NH:42]1[CH2:47][CH2:46][O:45][CH2:44][CH2:43]1. Product: [Cl:1][C:2]1[CH:3]=[CH:4][C:5]([O:29][CH:30]([F:32])[F:31])=[C:6]([C:8]2[C:12]([NH:13][C:14]([C:16]3[CH:17]=[N:18][N:19]4[CH:24]=[CH:23][CH:22]=[N:21][C:20]=34)=[O:15])=[CH:11][N:10]([CH2:25][CH:26]([OH:27])[CH2:28][N:42]3[CH2:47][CH2:46][O:45][CH2:44][CH2:43]3)[N:9]=2)[CH:7]=1. The catalyst class is: 42. (2) Reactant: [OH:1][CH2:2][C:3]1([C:11]([O:13][CH:14]([CH3:16])[CH3:15])=[O:12])[CH2:6][C:5]([O:9][CH3:10])([O:7][CH3:8])[CH2:4]1.N1C(C)=CC=CC=1C.[F:25][C:26]([F:39])([F:38])[S:27](O[S:27]([C:26]([F:39])([F:38])[F:25])(=[O:29])=[O:28])(=[O:29])=[O:28]. Product: [CH3:8][O:7][C:5]1([O:9][CH3:10])[CH2:4][C:3]([CH2:2][O:1][S:27]([C:26]([F:39])([F:38])[F:25])(=[O:29])=[O:28])([C:11]([O:13][CH:14]([CH3:16])[CH3:15])=[O:12])[CH2:6]1. The catalyst class is: 2. (3) Reactant: [H-].[Na+].[NH:3]1[C:11]2[C:6](=[CH:7][CH:8]=[CH:9][CH:10]=2)[C:5]([CH2:12][N:13]2[CH2:18][CH2:17][N:16]([C:19]([NH:21][C:22]3[CH:27]=[N:26][CH:25]=[CH:24][N:23]=3)=[O:20])[CH2:15][CH2:14]2)=[CH:4]1.Br[CH2:29][C:30]1[CH:35]=[CH:34][CH:33]=[C:32]([F:36])[CH:31]=1.[ClH:37].CCOC(C)=O. Product: [ClH:37].[ClH:37].[F:36][C:32]1[CH:31]=[C:30]([CH:35]=[CH:34][CH:33]=1)[CH2:29][N:3]1[C:11]2[C:6](=[CH:7][CH:8]=[CH:9][CH:10]=2)[C:5]([CH2:12][N:13]2[CH2:14][CH2:15][N:16]([C:19]([NH:21][C:22]3[CH:27]=[N:26][CH:25]=[CH:24][N:23]=3)=[O:20])[CH2:17][CH2:18]2)=[CH:4]1. The catalyst class is: 173. (4) Reactant: [H-].[CH2:7]([Al+][CH2:7][CH:8]([CH3:10])[CH3:9])[CH:8]([CH3:10])[CH3:9].[CH2:11]([OH:13])[CH3:12].C([O-])(=O)C(C(C([O-])=O)O)O.[Na+].[K+].[C:26]1([CH3:32])[CH:31]=[CH:30][CH:29]=[CH:28][CH:27]=1. Product: [C:8]1(/[CH:7]=[CH:12]/[CH2:11][OH:13])[C:9]2[C:27](=[CH:28][CH:29]=[CH:30][CH:31]=2)[CH:26]=[CH:32][CH:10]=1. The catalyst class is: 4. (5) Reactant: [F:1][CH:2]([F:19])[CH2:3][CH2:4][NH:5][C:6]1[N:14]=[CH:13][C:12]([C:15]([F:18])([F:17])[F:16])=[CH:11][C:7]=1[C:8]([OH:10])=O.[CH3:20][C:21]([NH2:25])([C:23]#[CH:24])[CH3:22].C1C=CC2N(O)N=NC=2C=1.CCN=C=NCCCN(C)C.CCN(C(C)C)C(C)C. Product: [F:19][CH:2]([F:1])[CH2:3][CH2:4][NH:5][C:6]1[N:14]=[CH:13][C:12]([C:15]([F:18])([F:17])[F:16])=[CH:11][C:7]=1[C:8]([NH:25][C:21]([CH3:22])([C:23]#[CH:24])[CH3:20])=[O:10]. The catalyst class is: 2. (6) Reactant: [C:1]([O:12][CH3:13])(=[O:11])[CH2:2][CH2:3][CH2:4][CH2:5][CH2:6][CH2:7][CH2:8][CH:9]=[CH2:10].[C:14]([O:27][CH3:28])(=[O:26])[CH2:15][CH2:16][CH2:17][CH2:18][CH2:19][CH2:20][CH2:21]C=CCC.OCP(CO)CO. Product: [C:14]([O:27][CH3:28])(=[O:26])[CH2:15][CH2:16][CH2:17][CH2:18][CH2:19][CH2:20][CH2:21][CH:10]=[CH:9][CH2:8][CH2:7][CH2:6][CH2:5][CH2:4][CH2:3][CH2:2][C:1]([O:12][CH3:13])=[O:11]. The catalyst class is: 11. (7) Reactant: [CH:1]1([C:7]2[CH:12]=[CH:11][CH:10]=[CH:9][C:8]=2[OH:13])[CH2:6][CH2:5][CH2:4][CH2:3][CH2:2]1.[BrH:14].CS(C)=O. Product: [Br:14][C:11]1[CH:10]=[CH:9][C:8]([OH:13])=[C:7]([CH:1]2[CH2:2][CH2:3][CH2:4][CH2:5][CH2:6]2)[CH:12]=1. The catalyst class is: 86.